From a dataset of Peptide-MHC class I binding affinity with 185,985 pairs from IEDB/IMGT. Regression. Given a peptide amino acid sequence and an MHC pseudo amino acid sequence, predict their binding affinity value. This is MHC class I binding data. The peptide sequence is LRTELTYL. The MHC is Mamu-A07 with pseudo-sequence Mamu-A07. The binding affinity (normalized) is 0.